Predict the product of the given reaction. From a dataset of Forward reaction prediction with 1.9M reactions from USPTO patents (1976-2016). Given the reactants [CH3:1][O:2][CH2:3][O:4][C@@H:5]1[C@H:10]([OH:11])[CH2:9][C@@H:8]2[C@H:6]1[CH2:7]2.C([O-])(O)=O.[Na+].CC(OI1(OC(C)=O)(OC(C)=O)OC(=O)C2C=CC=CC1=2)=O, predict the reaction product. The product is: [CH3:1][O:2][CH2:3][O:4][C@@H:5]1[C:10](=[O:11])[CH2:9][C@@H:8]2[C@H:6]1[CH2:7]2.